Dataset: Catalyst prediction with 721,799 reactions and 888 catalyst types from USPTO. Task: Predict which catalyst facilitates the given reaction. (1) Reactant: Cl.[Cl:2][C:3]1[CH:8]=[CH:7][CH:6]=[CH:5][C:4]=1[NH:9][NH2:10].[C:11](OCC)(=[O:19])[C:12]#[C:13][C:14]([O:16][CH2:17][CH3:18])=[O:15].C(=O)([O-])[O-].[K+].[K+].Cl. Product: [OH:19][C:11]1[N:9]([C:4]2[CH:5]=[CH:6][CH:7]=[CH:8][C:3]=2[Cl:2])[N:10]=[C:13]([C:14]([O:16][CH2:17][CH3:18])=[O:15])[CH:12]=1. The catalyst class is: 8. (2) Reactant: Cl[C:2]1[C:7]([C:8]#[N:9])=[C:6]([NH:10][CH3:11])[C:5]([N+:12]([O-:14])=[O:13])=[CH:4][CH:3]=1.[NH3:15]. Product: [NH2:15][C:2]1[C:7]([C:8]#[N:9])=[C:6]([NH:10][CH3:11])[C:5]([N+:12]([O-:14])=[O:13])=[CH:4][CH:3]=1. The catalyst class is: 8. (3) Reactant: Cl[C:2]1[C:11]2[C:6](=[CH:7][C:8]([CH3:12])=[CH:9][CH:10]=2)[N:5]=[C:4]([C:13]2[C:18]([F:19])=[CH:17][CH:16]=[CH:15][C:14]=2[OH:20])[N:3]=1.C(N(CC)CC)C.[NH:28]1[CH2:33][CH2:32][CH:31]([NH:34][C:35](=[O:41])[O:36][C:37]([CH3:40])([CH3:39])[CH3:38])[CH2:30][CH2:29]1. Product: [F:19][C:18]1[CH:17]=[CH:16][CH:15]=[C:14]([OH:20])[C:13]=1[C:4]1[N:3]=[C:2]([N:28]2[CH2:29][CH2:30][CH:31]([NH:34][C:35](=[O:41])[O:36][C:37]([CH3:39])([CH3:38])[CH3:40])[CH2:32][CH2:33]2)[C:11]2[C:6](=[CH:7][C:8]([CH3:12])=[CH:9][CH:10]=2)[N:5]=1. The catalyst class is: 2.